This data is from Forward reaction prediction with 1.9M reactions from USPTO patents (1976-2016). The task is: Predict the product of the given reaction. (1) Given the reactants [CH3:1][O:2][C:3](=[O:17])[CH:4]=[CH:5][CH:6]=[CH:7][CH2:8][S:9][C:10]1[CH:15]=[CH:14][C:13]([Cl:16])=[CH:12][CH:11]=1.I([O-])(=O)(=O)=[O:19].[Na+], predict the reaction product. The product is: [CH3:1][O:2][C:3](=[O:17])[CH:4]=[CH:5][CH:6]=[CH:7][CH2:8][S:9]([C:10]1[CH:15]=[CH:14][C:13]([Cl:16])=[CH:12][CH:11]=1)=[O:19]. (2) Given the reactants C([O-])=O.[NH4+].CN(C)/[CH:7]=[CH:8]/[C:9]1[S:13][C:12]([C:14]([O:16][CH3:17])=[O:15])=[CH:11][C:10]=1[N+:18]([O-])=O, predict the reaction product. The product is: [S:13]1[C:9]2[CH:8]=[CH:7][NH:18][C:10]=2[CH:11]=[C:12]1[C:14]([O:16][CH3:17])=[O:15].